From a dataset of Full USPTO retrosynthesis dataset with 1.9M reactions from patents (1976-2016). Predict the reactants needed to synthesize the given product. Given the product [CH3:24][C:23]1[CH:25]=[CH:26][C:20]([S:17]([O:7][CH2:6][C:1]2([CH2:8][OH:9])[CH2:5][CH:4]=[CH:3][CH2:2]2)(=[O:19])=[O:18])=[CH:21][CH:22]=1, predict the reactants needed to synthesize it. The reactants are: [C:1]1([CH2:8][OH:9])([CH2:6][OH:7])[CH2:5][CH:4]=[CH:3][CH2:2]1.C(N(CC)CC)C.[S:17](Cl)([C:20]1[CH:26]=[CH:25][C:23]([CH3:24])=[CH:22][CH:21]=1)(=[O:19])=[O:18].